The task is: Predict which catalyst facilitates the given reaction.. This data is from Catalyst prediction with 721,799 reactions and 888 catalyst types from USPTO. (1) Reactant: [F:1][C:2]1([F:55])[CH2:6][N:5](C(OC(C)(C)C)=O)[C@H:4]([C:14]2[NH:15][C:16]([C:19]3[CH:20]=[N:21][C:22]([C:25]4[CH:30]=[CH:29][C:28]([C:31]5[N:32]=[C:33]([C@@H:36]6[CH2:48][N:46]7[C:47]8[CH:39]([C@@H:40]([NH:49][C:50]([O:52][CH3:53])=[O:51])[CH2:41][CH2:42][C:43]=8[CH:44]=[CH:45]7)[C:38](=[O:54])[CH2:37]6)[NH:34][CH:35]=5)=[CH:27][CH:26]=4)=[N:23][CH:24]=3)=[CH:17][N:18]=2)[CH2:3]1.[ClH:56].O1CCOCC1. Product: [ClH:56].[F:55][C:2]1([F:1])[CH2:6][NH:5][C@H:4]([C:14]2[NH:15][C:16]([C:19]3[CH:24]=[N:23][C:22]([C:25]4[CH:26]=[CH:27][C:28]([C:31]5[N:32]=[C:33]([C@@H:36]6[CH2:48][N:46]7[C:47]8[CH:39]([C@@H:40]([NH:49][C:50](=[O:51])[O:52][CH3:53])[CH2:41][CH2:42][C:43]=8[CH:44]=[CH:45]7)[C:38](=[O:54])[CH2:37]6)[NH:34][CH:35]=5)=[CH:29][CH:30]=4)=[N:21][CH:20]=3)=[CH:17][N:18]=2)[CH2:3]1. The catalyst class is: 14. (2) Reactant: [Li+].[BH4-].[F:3][C:4]([F:47])([F:46])[C:5]1[CH:6]=[C:7]([CH:15]([C:40]2[N:41]=[N:42][N:43]([CH3:45])[N:44]=2)[N:16]2[C:25]3[C:20](=[CH:21][CH:22]=[C:23]([C:26]([F:29])([F:28])[F:27])[CH:24]=3)[N:19]([CH2:30][CH2:31][CH2:32][CH2:33][C:34](OC)=[O:35])[CH:18]([CH2:38][CH3:39])[CH2:17]2)[CH:8]=[C:9]([C:11]([F:14])([F:13])[F:12])[CH:10]=1. Product: [F:47][C:4]([F:3])([F:46])[C:5]1[CH:6]=[C:7]([CH:15]([C:40]2[N:41]=[N:42][N:43]([CH3:45])[N:44]=2)[N:16]2[C:25]3[C:20](=[CH:21][CH:22]=[C:23]([C:26]([F:27])([F:28])[F:29])[CH:24]=3)[N:19]([CH2:30][CH2:31][CH2:32][CH2:33][CH2:34][OH:35])[CH:18]([CH2:38][CH3:39])[CH2:17]2)[CH:8]=[C:9]([C:11]([F:14])([F:13])[F:12])[CH:10]=1. The catalyst class is: 1. (3) Reactant: [Cl:1][C:2]1[CH:3]=[C:4]([C:9](O)([C:21]([F:24])([F:23])[F:22])[CH2:10][C:11]([C:13]2[CH:18]=[CH:17][C:16]([S:19][CH3:20])=[CH:15][CH:14]=2)=[O:12])[CH:5]=[C:6]([Cl:8])[CH:7]=1.S(Cl)(Cl)=O.N1C=CC=CC=1. Product: [Cl:1][C:2]1[CH:3]=[C:4]([C:9]([C:21]([F:24])([F:23])[F:22])=[CH:10][C:11]([C:13]2[CH:14]=[CH:15][C:16]([S:19][CH3:20])=[CH:17][CH:18]=2)=[O:12])[CH:5]=[C:6]([Cl:8])[CH:7]=1. The catalyst class is: 11. (4) Reactant: [NH:1]1[CH2:6][CH2:5][CH:4]([N:7]2[CH2:12][CH2:11][CH:10]([N:13]3[C@@H:22]4[C@H:17]([CH2:18][CH2:19][CH2:20][CH2:21]4)[O:16][CH2:15][C:14]3=[O:23])[CH2:9][CH2:8]2)[CH2:3][CH2:2]1.[CH3:24][C:25]1[CH:33]=[CH:32][CH:31]=[CH:30][C:26]=1[C:27](O)=[O:28].CN(C(ON1N=NC2C=CC=NC1=2)=[N+](C)C)C.F[P-](F)(F)(F)(F)F.C(N(C(C)C)CC)(C)C. Product: [CH3:24][C:25]1[CH:33]=[CH:32][CH:31]=[CH:30][C:26]=1[C:27]([N:1]1[CH2:6][CH2:5][CH:4]([N:7]2[CH2:8][CH2:9][CH:10]([N:13]3[C@@H:22]4[C@H:17]([CH2:18][CH2:19][CH2:20][CH2:21]4)[O:16][CH2:15][C:14]3=[O:23])[CH2:11][CH2:12]2)[CH2:3][CH2:2]1)=[O:28]. The catalyst class is: 44. (5) Reactant: [F:1][C:2]1[CH:16]=[CH:15][CH:14]=[C:13]([F:17])[C:3]=1[CH2:4][O:5][C:6]1[C:7]([NH2:12])=[N:8][CH:9]=[CH:10][CH:11]=1.Cl[CH:19]([CH:25]=O)[C:20]([O:22][CH2:23][CH3:24])=[O:21]. Product: [F:1][C:2]1[CH:16]=[CH:15][CH:14]=[C:13]([F:17])[C:3]=1[CH2:4][O:5][C:6]1[C:7]2[N:8]([C:19]([C:20]([O:22][CH2:23][CH3:24])=[O:21])=[CH:25][N:12]=2)[CH:9]=[CH:10][CH:11]=1. The catalyst class is: 8. (6) Reactant: [Br:1]N1C(=O)CCC1=O.[CH3:9][O:10][C:11]1[CH:12]=[CH:13][C:14]2[N:15]([N:21]=[C:22]([C:24]3[CH:29]=[CH:28][CH:27]=[CH:26][CH:25]=3)[CH:23]=2)[C:16]=1[Si:17]([CH3:20])([CH3:19])[CH3:18].C(=O)(O)[O-].[Na+]. Product: [Br:1][C:23]1[C:22]([C:24]2[CH:29]=[CH:28][CH:27]=[CH:26][CH:25]=2)=[N:21][N:15]2[C:16]([Si:17]([CH3:20])([CH3:19])[CH3:18])=[C:11]([O:10][CH3:9])[CH:12]=[CH:13][C:14]=12. The catalyst class is: 10.